The task is: Regression. Given two drug SMILES strings and cell line genomic features, predict the synergy score measuring deviation from expected non-interaction effect.. This data is from NCI-60 drug combinations with 297,098 pairs across 59 cell lines. (1) Drug 2: C1CN(P(=O)(OC1)NCCCl)CCCl. Cell line: CCRF-CEM. Synergy scores: CSS=24.3, Synergy_ZIP=-0.827, Synergy_Bliss=-3.48, Synergy_Loewe=-19.8, Synergy_HSA=-4.60. Drug 1: CC(C1=C(C=CC(=C1Cl)F)Cl)OC2=C(N=CC(=C2)C3=CN(N=C3)C4CCNCC4)N. (2) Drug 1: C1CN1P(=S)(N2CC2)N3CC3. Drug 2: C1=NC2=C(N=C(N=C2N1C3C(C(C(O3)CO)O)F)Cl)N. Cell line: NCI-H226. Synergy scores: CSS=19.5, Synergy_ZIP=0.334, Synergy_Bliss=0.742, Synergy_Loewe=-1.78, Synergy_HSA=-1.31. (3) Drug 1: CNC(=O)C1=CC=CC=C1SC2=CC3=C(C=C2)C(=NN3)C=CC4=CC=CC=N4. Drug 2: C1CN1P(=S)(N2CC2)N3CC3. Cell line: UACC-257. Synergy scores: CSS=3.03, Synergy_ZIP=-0.912, Synergy_Bliss=-1.18, Synergy_Loewe=-2.00, Synergy_HSA=-1.85.